This data is from Forward reaction prediction with 1.9M reactions from USPTO patents (1976-2016). The task is: Predict the product of the given reaction. (1) Given the reactants [F:1][C:2]1[CH:7]=[C:6]([S:8][CH2:9][CH2:10][OH:11])[CH:5]=[CH:4][C:3]=1[OH:12].N1C=CN=C1.[Si:18](Cl)([C:21]([CH3:24])([CH3:23])[CH3:22])([CH3:20])[CH3:19], predict the reaction product. The product is: [Si:18]([O:11][CH2:10][CH2:9][S:8][C:6]1[CH:5]=[CH:4][C:3]([OH:12])=[C:2]([F:1])[CH:7]=1)([C:21]([CH3:24])([CH3:23])[CH3:22])([CH3:20])[CH3:19]. (2) Given the reactants [C:1]([O:5][C:6]([C:8]1[CH:9]=[C:10]([C:22]#[CH:23])[CH:11]=[C:12]2[C:17]=1[O:16][C:15]([CH3:19])([CH3:18])[CH2:14][C:13]2([CH3:21])[CH3:20])=[O:7])([CH3:4])([CH3:3])[CH3:2].[CH3:24][O:25][C:26](=[O:35])[CH2:27][C:28]1[CH:33]=[CH:32][C:31](I)=[CH:30][CH:29]=1.C(N(CC)CC)C.C(OCC)(=O)C, predict the reaction product. The product is: [C:1]([O:5][C:6]([C:8]1[CH:9]=[C:10]([C:22]#[C:23][C:31]2[CH:32]=[CH:33][C:28]([CH2:27][C:26]([O:25][CH3:24])=[O:35])=[CH:29][CH:30]=2)[CH:11]=[C:12]2[C:17]=1[O:16][C:15]([CH3:19])([CH3:18])[CH2:14][C:13]2([CH3:21])[CH3:20])=[O:7])([CH3:4])([CH3:3])[CH3:2]. (3) Given the reactants Br[C:2]1[C:7]([CH2:8][C:9]2[C:17]3[C:16](=[O:18])[CH2:15][C:14]([CH3:20])([CH3:19])[CH2:13][C:12]=3[NH:11][C:10]=2[CH3:21])=[CH:6][CH:5]=[CH:4][N:3]=1.[CH3:22][O:23][C:24]1[CH:29]=[CH:28][C:27]([S:30]([O-:32])=[O:31])=[CH:26][CH:25]=1.[Na+], predict the reaction product. The product is: [CH3:22][O:23][C:24]1[CH:25]=[CH:26][C:27]([S:30]([C:2]2[C:7]([CH2:8][C:9]3[C:17]4[C:16](=[O:18])[CH2:15][C:14]([CH3:20])([CH3:19])[CH2:13][C:12]=4[NH:11][C:10]=3[CH3:21])=[CH:6][CH:5]=[CH:4][N:3]=2)(=[O:32])=[O:31])=[CH:28][CH:29]=1. (4) The product is: [F:51][C:45]1[C:46]([F:50])=[CH:47][CH:48]=[CH:49][C:44]=1[NH:43][C:41](=[O:42])[CH2:40][C:38]1[NH:37][N:36]=[C:35]([NH:34][C:28]2[C:27]3[C:32](=[CH:33][C:24]([O:23][CH2:22][CH2:21][CH2:20][NH:19][C:16]([CH3:17])([CH3:18])[CH2:15][CH2:14][OH:13])=[CH:25][CH:26]=3)[N:31]=[CH:30][N:29]=2)[CH:39]=1. Given the reactants P([O:13][CH2:14][CH2:15][C:16]([NH:19][CH2:20][CH2:21][CH2:22][O:23][C:24]1[CH:33]=[C:32]2[C:27]([C:28]([NH:34][C:35]3[CH:39]=[C:38]([CH2:40][C:41]([NH:43][C:44]4[CH:49]=[CH:48][CH:47]=[C:46]([F:50])[C:45]=4[F:51])=[O:42])[NH:37][N:36]=3)=[N:29][CH:30]=[N:31]2)=[CH:26][CH:25]=1)([CH3:18])[CH3:17])(OC(C)(C)C)(OC(C)(C)C)=O.NC(C)(C)CCO, predict the reaction product.